Dataset: Full USPTO retrosynthesis dataset with 1.9M reactions from patents (1976-2016). Task: Predict the reactants needed to synthesize the given product. (1) Given the product [Cl:1][C:2]1[CH:3]=[C:4]([C:12]2[O:16][N:15]=[C:14]([C:17]3[CH:18]=[CH:19][CH:20]=[C:21]4[C:25]=3[NH:24][CH:23]=[C:22]4[C:27](=[O:35])[CH2:28][CH2:29][C:30]([O:32][CH2:33][CH3:34])=[O:31])[N:13]=2)[CH:5]=[CH:6][C:7]=1[O:8][CH:9]([CH3:10])[CH3:11], predict the reactants needed to synthesize it. The reactants are: [Cl:1][C:2]1[CH:3]=[C:4]([C:12]2[O:16][N:15]=[C:14]([C:17]3[CH:18]=[CH:19][CH:20]=[C:21]4[C:25]=3[NH:24][CH:23]=[CH:22]4)[N:13]=2)[CH:5]=[CH:6][C:7]=1[O:8][CH:9]([CH3:11])[CH3:10].Cl[C:27](=[O:35])[CH2:28][CH2:29][C:30]([O:32][CH2:33][CH3:34])=[O:31]. (2) Given the product [CH3:13][N:14]([CH3:16])[CH:15]=[CH:1][C:2]([C:4]1[CH:9]=[CH:8][CH:7]=[C:6]([F:10])[CH:5]=1)=[O:3], predict the reactants needed to synthesize it. The reactants are: [CH3:1][C:2]([C:4]1[CH:9]=[CH:8][CH:7]=[C:6]([F:10])[CH:5]=1)=[O:3].CO[CH:13](OC)[N:14]([CH3:16])[CH3:15]. (3) Given the product [CH3:1][O:2][C:3](=[O:32])[C:4]1[CH:9]=[CH:8][C:7]([CH2:10][N:11]2[CH:15]=[C:14]([C:16]3[CH:21]=[CH:20][C:19]([Cl:22])=[CH:18][C:17]=3[Cl:23])[N:13]=[C:12]2[CH2:24][C:25]2[CH:30]=[CH:29][C:28]([C:38]3[CH:39]=[CH:40][CH:41]=[C:36]([O:35][C:34]([F:33])([F:45])[F:46])[CH:37]=3)=[CH:27][CH:26]=2)=[CH:6][CH:5]=1, predict the reactants needed to synthesize it. The reactants are: [CH3:1][O:2][C:3](=[O:32])[C:4]1[CH:9]=[CH:8][C:7]([CH2:10][N:11]2[CH:15]=[C:14]([C:16]3[CH:21]=[CH:20][C:19]([Cl:22])=[CH:18][C:17]=3[Cl:23])[N:13]=[C:12]2[CH2:24][C:25]2[CH:30]=[CH:29][C:28](Br)=[CH:27][CH:26]=2)=[CH:6][CH:5]=1.[F:33][C:34]([F:46])([F:45])[O:35][C:36]1[CH:37]=[C:38](B(O)O)[CH:39]=[CH:40][CH:41]=1. (4) Given the product [Br:1][C:2]1[CH:3]=[CH:4][C:5]([CH:8]([OH:14])[CH2:9][CH2:10][CH2:11][CH2:12][CH2:13][OH:21])=[CH:6][CH:7]=1, predict the reactants needed to synthesize it. The reactants are: [Br:1][C:2]1[CH:7]=[CH:6][C:5]([CH:8]([OH:14])[CH2:9][CH2:10][CH2:11][CH:12]=[CH2:13])=[CH:4][CH:3]=1.B(F)(F)F.CC[O:21]CC.[OH-].[Na+].OO.C([O-])([O-])=O.[K+].[K+]. (5) Given the product [CH2:11]([O:13][C:14]([C:16]1[C:25](=[O:26])[C:24]2[C:19](=[N:20][C:21]([CH3:27])=[CH:22][CH:23]=2)[N:18]([CH2:35][C:31]2[CH:32]=[CH:33][CH:34]=[C:29]([Br:28])[N:30]=2)[CH:17]=1)=[O:15])[CH3:12], predict the reactants needed to synthesize it. The reactants are: C[Si](C)(C)N[Si](C)(C)C.[K].[CH2:11]([O:13][C:14]([C:16]1[C:25](=[O:26])[C:24]2[C:19](=[N:20][C:21]([CH3:27])=[CH:22][CH:23]=2)[NH:18][CH:17]=1)=[O:15])[CH3:12].[Br:28][C:29]1[CH:34]=[CH:33][CH:32]=[C:31]([CH2:35]Br)[N:30]=1.O. (6) Given the product [Cl:1][C:2]1[CH:3]=[CH:4][C:5](/[CH:8]=[CH:9]/[C:10]2[CH:11]=[C:12]([CH:16]=[CH:17][C:18]=2[O:19][CH3:20])[C:13]([NH:21][CH2:22][C@H:23]([OH:28])[C@@H:24]([OH:27])[CH2:25][OH:26])=[O:15])=[CH:6][CH:7]=1, predict the reactants needed to synthesize it. The reactants are: [Cl:1][C:2]1[CH:7]=[CH:6][C:5](/[CH:8]=[CH:9]/[C:10]2[CH:11]=[C:12]([CH:16]=[CH:17][C:18]=2[O:19][CH3:20])[C:13]([OH:15])=O)=[CH:4][CH:3]=1.[NH2:21][CH2:22][C@H:23]([OH:28])[C@@H:24]([OH:27])[CH2:25][OH:26].